Dataset: Reaction yield outcomes from USPTO patents with 853,638 reactions. Task: Predict the reaction yield, written as a fraction of the theoretical maximum amount of product (1.0 means a 100% yield; for example, 0.34 means a 34% yield). The reactants are Cl[C:2]1[CH:3]=[CH:4][N:5]=[C:6]2[C:11]=1[N:10]=[CH:9][C:8]([NH2:12])=[CH:7]2.ClC1C=CN=C2C=1N=CC(N=C(C1C=CC=CC=1)C1C=CC=CC=1)=C2.Cl.C(=O)(O)[O-:40].[Na+]. The catalyst is O1CCCC1. The product is [NH2:12][C:8]1[CH:7]=[C:6]2[C:11]([C:2]([OH:40])=[CH:3][CH:4]=[N:5]2)=[N:10][CH:9]=1. The yield is 0.950.